Task: Predict the reaction yield, written as a fraction of the theoretical maximum amount of product (1.0 means a 100% yield; for example, 0.34 means a 34% yield).. Dataset: Reaction yield outcomes from USPTO patents with 853,638 reactions (1) The reactants are [Cl:1][C:2]1[CH:9]=[C:8]([OH:10])[CH:7]=[CH:6][C:3]=1[CH:4]=[O:5].[C:11](=O)([O-])[O-].[K+].[K+].CI. The catalyst is CN(C)C=O. The product is [Cl:1][C:2]1[CH:9]=[C:8]([O:10][CH3:11])[CH:7]=[CH:6][C:3]=1[CH:4]=[O:5]. The yield is 0.680. (2) The yield is 0.350. The reactants are Br[C:2]1[C:3]([C:12]2[CH:17]=[CH:16][C:15]([NH:18][C:19]([NH:21][C:22]3[CH:27]=[CH:26][CH:25]=[CH:24][CH:23]=3)=[O:20])=[CH:14][CH:13]=2)=[N:4][N:5]([CH2:7][C:8]([F:11])([F:10])[F:9])[CH:6]=1.CC1(C)C(C)(C)OB([C:36]2[CH:41]=[CH:40][N:39]=[C:38]3[NH:42][CH:43]=[CH:44][C:37]=23)O1.C(=O)(O)[O-].[Na+]. The product is [C:22]1([NH:21][C:19]([NH:18][C:15]2[CH:16]=[CH:17][C:12]([C:3]3[C:2]([C:36]4[CH:41]=[CH:40][N:39]=[C:38]5[NH:42][CH:43]=[CH:44][C:37]=45)=[CH:6][N:5]([CH2:7][C:8]([F:11])([F:10])[F:9])[N:4]=3)=[CH:13][CH:14]=2)=[O:20])[CH:27]=[CH:26][CH:25]=[CH:24][CH:23]=1. The catalyst is C1C=CC([P]([Pd]([P](C2C=CC=CC=2)(C2C=CC=CC=2)C2C=CC=CC=2)([P](C2C=CC=CC=2)(C2C=CC=CC=2)C2C=CC=CC=2)[P](C2C=CC=CC=2)(C2C=CC=CC=2)C2C=CC=CC=2)(C2C=CC=CC=2)C2C=CC=CC=2)=CC=1.CN(C)C=O. (3) The reactants are F[B-](F)(F)F.F[B-](F)(F)F.ClC[N+]12CC[N+]([F:21])(CC1)CC2.[C:22]([O:26][C:27](=[O:44])[C:28]1[C:33]([NH:34][C:35]2[CH:40]=[CH:39][C:38]([Br:41])=[CH:37][C:36]=2[Cl:42])=[CH:32][C:31]([NH2:43])=[N:30][CH:29]=1)([CH3:25])([CH3:24])[CH3:23].CO. The catalyst is CCOC(C)=O.O. The product is [C:22]([O:26][C:27](=[O:44])[C:28]1[C:33]([NH:34][C:35]2[CH:40]=[CH:39][C:38]([Br:41])=[CH:37][C:36]=2[Cl:42])=[C:32]([F:21])[C:31]([NH2:43])=[N:30][CH:29]=1)([CH3:25])([CH3:23])[CH3:24]. The yield is 0.0700. (4) The reactants are [C:1]([Si:5]([O:8][CH:9]([CH2:13][CH2:14][C:15]1[S:19][C:18]2[CH:20]=[CH:21][CH:22]=[CH:23][C:17]=2[C:16]=1[Cl:24])/[CH:10]=[CH:11]/I)([CH3:7])[CH3:6])([CH3:4])([CH3:3])[CH3:2].[C:25]([Li])([CH3:28])([CH3:27])[CH3:26].C[Zn]C.[CH3:33][O:34][C:35](=[O:43])[CH2:36][CH2:37][CH2:38][C:39]#[C:40][CH2:41]I.[Cl-].[NH4+].[CH2:46]1[CH2:50][O:49][CH2:48][CH2:47]1. The catalyst is O. The product is [CH3:33][O:34][C:35](=[O:43])[CH2:36][CH2:37][CH2:38][C:39]#[C:40][CH2:41][C@@H:46]1[C@@H:47](/[CH:11]=[CH:10]/[CH:9]([O:8][Si:5]([C:1]([CH3:4])([CH3:3])[CH3:2])([CH3:7])[CH3:6])[CH2:13][CH2:14][C:15]2[S:19][C:18]3[CH:20]=[CH:21][CH:22]=[CH:23][C:17]=3[C:16]=2[Cl:24])[C@H:48]([O:8][Si:5]([C:25]([CH3:28])([CH3:27])[CH3:26])([CH3:6])[CH3:1])[C:9]([CH3:13])([CH3:10])[C:50]1=[O:49]. The yield is 0.310.